Dataset: Full USPTO retrosynthesis dataset with 1.9M reactions from patents (1976-2016). Task: Predict the reactants needed to synthesize the given product. (1) Given the product [CH2:34]([O:41][C:42]1[CH:47]=[C:46]([O:48][CH2:49][C:50]2[CH:55]=[CH:54][CH:53]=[CH:52][CH:51]=2)[C:45]([Cl:56])=[CH:44][C:43]=1[C:57](=[O:59])[CH2:58][Br:1])[C:35]1[CH:40]=[CH:39][CH:38]=[CH:37][CH:36]=1, predict the reactants needed to synthesize it. The reactants are: [Br-:1].[Br-].[Br-].C1([N+](C)(C)C)C=CC=CC=1.C1([N+](C)(C)C)C=CC=CC=1.C1([N+](C)(C)C)C=CC=CC=1.[CH2:34]([O:41][C:42]1[CH:47]=[C:46]([O:48][CH2:49][C:50]2[CH:55]=[CH:54][CH:53]=[CH:52][CH:51]=2)[C:45]([Cl:56])=[CH:44][C:43]=1[C:57](=[O:59])[CH3:58])[C:35]1[CH:40]=[CH:39][CH:38]=[CH:37][CH:36]=1. (2) Given the product [Br:1][C:2]1[CH:3]=[CH:4][C:5]([CH:8]([O:29][C:32]2[CH:33]=[CH:34][CH:35]=[CH:36][C:31]=2[CH3:30])[CH2:9][CH2:10][N:11]2[CH2:16][CH2:15][CH:14]([C:17]3[CH:18]=[C:19]([NH:23][C:24](=[O:28])[CH:25]([CH3:26])[CH3:27])[CH:20]=[CH:21][CH:22]=3)[CH2:13][CH2:12]2)=[CH:6][CH:7]=1, predict the reactants needed to synthesize it. The reactants are: [Br:1][C:2]1[CH:7]=[CH:6][C:5]([CH:8]([OH:29])[CH2:9][CH2:10][N:11]2[CH2:16][CH2:15][CH:14]([C:17]3[CH:18]=[C:19]([NH:23][C:24](=[O:28])[CH:25]([CH3:27])[CH3:26])[CH:20]=[CH:21][CH:22]=3)[CH2:13][CH2:12]2)=[CH:4][CH:3]=1.[CH3:30][C:31]1[CH:36]=[CH:35][CH:34]=[CH:33][C:32]=1O.